From a dataset of CYP1A2 inhibition data for predicting drug metabolism from PubChem BioAssay. Regression/Classification. Given a drug SMILES string, predict its absorption, distribution, metabolism, or excretion properties. Task type varies by dataset: regression for continuous measurements (e.g., permeability, clearance, half-life) or binary classification for categorical outcomes (e.g., BBB penetration, CYP inhibition). Dataset: cyp1a2_veith. The compound is COc1ccc(Oc2ncc3nc(-c4cc(F)cc(F)c4)c(=O)n(C)c3n2)cc1. The result is 1 (inhibitor).